This data is from Reaction yield outcomes from USPTO patents with 853,638 reactions. The task is: Predict the reaction yield, written as a fraction of the theoretical maximum amount of product (1.0 means a 100% yield; for example, 0.34 means a 34% yield). (1) The reactants are BrC1[S:18][C:5]2[C:6]3[S:14][C:13]4[C:12]5[S:15][CH:16]=[CH:17][C:11]=5[S:10][C:9]=4[C:7]=3[S:8][C:4]=2[C:3]=1[CH2:19][CH2:20][CH2:21][CH2:22][CH2:23][CH2:24][CH2:25][CH2:26][CH2:27][CH3:28].[CH:29]#[C:30][CH2:31][CH2:32][CH2:33][CH2:34][CH2:35][CH2:36][CH2:37][CH3:38].[CH2:39](N(CC)CC)C. The catalyst is C1C=CC([P]([Pd]([P](C2C=CC=CC=2)(C2C=CC=CC=2)C2C=CC=CC=2)([P](C2C=CC=CC=2)(C2C=CC=CC=2)C2C=CC=CC=2)[P](C2C=CC=CC=2)(C2C=CC=CC=2)C2C=CC=CC=2)(C2C=CC=CC=2)C2C=CC=CC=2)=CC=1.[Cu]I. The product is [C:30]([C:29]1[S:18][C:5]2[C:6]3[S:14][C:13]4[C:12]5[S:15][CH:16]=[CH:17][C:11]=5[S:10][C:9]=4[C:7]=3[S:8][C:4]=2[C:3]=1[CH2:19][CH2:20][CH2:21][CH2:22][CH2:23][CH2:24][CH2:25][CH2:26][CH2:27][CH3:28])#[C:31][CH2:32][CH2:33][CH2:34][CH2:35][CH2:36][CH2:37][CH2:38][CH3:39]. The yield is 0.902. (2) The reactants are O1C2(CCC(C3C4C(=CC=CC=4)NC=3)CC2)OCC1.[O:20]1[C:24]2([CH2:29][CH2:28][C:27]([C:30]3[C:38]4[C:33](=[CH:34][CH:35]=[C:36]([C:39]#[N:40])[CH:37]=4)[NH:32][CH:31]=3)=[CH:26][CH2:25]2)[O:23][CH2:22][CH2:21]1. No catalyst specified. The product is [O:23]1[C:24]2([CH2:29][CH2:28][CH:27]([C:30]3[C:38]4[C:33](=[CH:34][CH:35]=[C:36]([C:39]#[N:40])[CH:37]=4)[NH:32][CH:31]=3)[CH2:26][CH2:25]2)[O:20][CH2:21][CH2:22]1. The yield is 0.950. (3) The reactants are Cl[S:2]([OH:5])(=[O:4])=[O:3].[Cl:6][C:7]1[C:8]([CH3:14])=[C:9]([CH:11]=[CH:12][CH:13]=1)[NH2:10].[OH-].[Na+:16]. The catalyst is C(Cl)(Cl)Cl.O.CCO. The product is [CH3:14][C:8]1[C:7]([Cl:6])=[CH:13][CH:12]=[CH:11][C:9]=1[NH:10][S:2](=[O:4])(=[O:3])[O-:5].[Na+:16]. The yield is 0.840. (4) The reactants are Cl.[CH3:2][O:3][C:4]1[CH:9]=[CH:8][C:7]([NH:10][NH2:11])=[CH:6][CH:5]=1.C(N(CC)CC)C.[C:19]([CH2:25][C:26]#[N:27])(=O)[C:20]([CH3:23])([CH3:22])[CH3:21]. The catalyst is C1(C)C=CC=CC=1. The product is [C:20]([C:19]1[CH:25]=[C:26]([NH2:27])[N:10]([C:7]2[CH:8]=[CH:9][C:4]([O:3][CH3:2])=[CH:5][CH:6]=2)[N:11]=1)([CH3:23])([CH3:22])[CH3:21]. The yield is 0.700.